From a dataset of Reaction yield outcomes from USPTO patents with 853,638 reactions. Predict the reaction yield, written as a fraction of the theoretical maximum amount of product (1.0 means a 100% yield; for example, 0.34 means a 34% yield). The reactants are CN(C)C=O.CS([O:10][CH2:11][CH2:12][CH2:13][CH2:14][C:15]([CH3:19])=[C:16]([F:18])[F:17])(=O)=O.[CH3:20][C:21]1[N:22]=[C:23]([C:29]2[CH:34]=[CH:33][CH:32]=[CH:31][CH:30]=2)[S:24][C:25]=1[C:26](O)=[O:27].C(=O)([O-])O.[Na+]. The catalyst is O. The product is [CH3:20][C:21]1[N:22]=[C:23]([C:29]2[CH:34]=[CH:33][CH:32]=[CH:31][CH:30]=2)[S:24][C:25]=1[C:26]([O:10][CH2:11][CH2:12][CH2:13][CH2:14][C:15]([CH3:19])=[C:16]([F:17])[F:18])=[O:27]. The yield is 0.740.